From a dataset of Reaction yield outcomes from USPTO patents with 853,638 reactions. Predict the reaction yield, written as a fraction of the theoretical maximum amount of product (1.0 means a 100% yield; for example, 0.34 means a 34% yield). (1) The reactants are C([O:8][C:9]1[CH:10]=[C:11]([N:15]2[C:19]([NH2:20])=[CH:18][C:17]([C:21]([CH3:42])([CH3:41])[CH2:22][O:23][Si:24]([C:37]([CH3:40])([CH3:39])[CH3:38])([C:31]3[CH:36]=[CH:35][CH:34]=[CH:33][CH:32]=3)[C:25]3[CH:30]=[CH:29][CH:28]=[CH:27][CH:26]=3)=[N:16]2)[CH:12]=[CH:13][CH:14]=1)C1C=CC=CC=1.O.C([O-])=O.[NH4+]. The catalyst is C(O)C.[Pd]. The product is [NH2:20][C:19]1[N:15]([C:11]2[CH:10]=[C:9]([OH:8])[CH:14]=[CH:13][CH:12]=2)[N:16]=[C:17]([C:21]([CH3:42])([CH3:41])[CH2:22][O:23][Si:24]([C:37]([CH3:40])([CH3:39])[CH3:38])([C:25]2[CH:30]=[CH:29][CH:28]=[CH:27][CH:26]=2)[C:31]2[CH:36]=[CH:35][CH:34]=[CH:33][CH:32]=2)[CH:18]=1. The yield is 0.410. (2) The reactants are C([N:8](CC1C=CC=CC=1)[CH:9]1[CH2:14][CH2:13][N:12]([CH2:15][CH2:16][N:17]2[C:26]3[C:21](=[C:22]([F:28])[CH:23]=[C:24]([F:27])[CH:25]=3)[CH:20]=[CH:19][C:18]2=[O:29])[CH:11]([CH3:30])[CH2:10]1)C1C=CC=CC=1. The catalyst is CO.[OH-].[OH-].[Pd+2]. The product is [NH2:8][CH:9]1[CH2:14][CH2:13][N:12]([CH2:15][CH2:16][N:17]2[C:26]3[C:21](=[C:22]([F:28])[CH:23]=[C:24]([F:27])[CH:25]=3)[CH:20]=[CH:19][C:18]2=[O:29])[CH:11]([CH3:30])[CH2:10]1. The yield is 0.960. (3) The reactants are [OH:1][B:2]1[C:6]2[C:7]([CH2:11][CH2:12][C:13]([OH:15])=O)=[CH:8][CH:9]=[CH:10][C:5]=2[CH2:4][O:3]1.C1N=CN(C(N2C=NC=C2)=O)C=1.[CH:28]1([S:31]([NH2:34])(=[O:33])=[O:32])[CH2:30][CH2:29]1.C1CCN2C(=NCCC2)CC1. The catalyst is C1COCC1. The product is [CH:28]1([S:31]([NH:34][C:13](=[O:15])[CH2:12][CH2:11][C:7]2[C:6]3[B:2]([OH:1])[O:3][CH2:4][C:5]=3[CH:10]=[CH:9][CH:8]=2)(=[O:33])=[O:32])[CH2:30][CH2:29]1. The yield is 0.482.